From a dataset of Forward reaction prediction with 1.9M reactions from USPTO patents (1976-2016). Predict the product of the given reaction. (1) The product is: [C:18](=[O:19])([O:20][C:21]1[CH:22]=[CH:23][C:24]([N+:27]([O-:29])=[O:28])=[CH:25][CH:26]=1)[O:10][CH2:9][C:7]1[O:6][N:5]=[C:4]([C:1](=[O:3])[NH2:2])[CH:8]=1. Given the reactants [C:1]([C:4]1[CH:8]=[C:7]([CH2:9][OH:10])[O:6][N:5]=1)(=[O:3])[NH2:2].N1C=CC=CC=1.Cl[C:18]([O:20][C:21]1[CH:26]=[CH:25][C:24]([N+:27]([O-:29])=[O:28])=[CH:23][CH:22]=1)=[O:19], predict the reaction product. (2) Given the reactants C1(O[C:8](=[O:19])[NH:9][C:10]2[CH:14]=[C:13]([C:15]([CH3:18])([CH3:17])[CH3:16])[O:12][N:11]=2)C=CC=CC=1.[N-]=C=O.[NH2:23][C:24]1[N:29]([C:30]2[CH:35]=[CH:34][CH:33]=[C:32]([NH2:36])[CH:31]=2)[CH2:28][N:27]=[C:26]2[O:37][CH:38]=[CH:39][C:25]=12, predict the reaction product. The product is: [NH2:23][C:24]1[N:29]([C:30]2[CH:35]=[CH:34][CH:33]=[C:32]([NH:36][C:8]([NH:9][C:10]3[CH:14]=[C:13]([C:15]([CH3:16])([CH3:17])[CH3:18])[O:12][N:11]=3)=[O:19])[CH:31]=2)[CH2:28][N:27]=[C:26]2[O:37][CH:38]=[CH:39][C:25]=12. (3) Given the reactants CO[C:3]1[CH:4]=[C:5]2C(=[CH:11][C:12]=1OC)N=CC=C2O[C:3]1[CH:12]=[CH:11]C(N)=[CH:5][CH:4]=1.Cl[C:24](Cl)(OC(=O)OC(Cl)(Cl)Cl)Cl.[CH3:35][O:36][C:37]1[CH:38]=[C:39]2[C:44](=[CH:45][C:46]=1[O:47][CH3:48])[N:43]=[CH:42][CH:41]=[C:40]2[O:49][C:50]1[CH:55]=[CH:54][C:53]([NH:56][C:57]([NH:59][CH:60]2[CH2:65][CH2:64][NH:63][CH2:62][CH2:61]2)=[O:58])=[CH:52][CH:51]=1.C(=O)([O-])O.[Na+], predict the reaction product. The product is: [CH:65]1([CH2:64][N:63]2[CH2:62][CH2:61][CH:60]([NH:59][C:57]([NH:56][C:53]3[CH:54]=[CH:55][C:50]([O:49][C:40]4[C:39]5[C:44](=[CH:45][C:46]([O:47][CH3:48])=[C:37]([O:36][CH3:35])[CH:38]=5)[N:43]=[CH:42][CH:41]=4)=[CH:51][CH:52]=3)=[O:58])[CH2:24]2)[CH2:5][CH2:4][CH2:3][CH2:12][CH2:11]1. (4) Given the reactants C([O:8][C:9]1[CH:16]=[CH:15][C:14]([C:17]([F:20])([F:19])[F:18])=[CH:13][C:10]=1[C:11]#[N:12])C1C=CC=CC=1.C(O)C.Cl[Si:25]([CH:32]([CH3:34])[CH3:33])([CH:29]([CH3:31])[CH3:30])[CH:26]([CH3:28])[CH3:27].N1C=CN=C1, predict the reaction product. The product is: [F:20][C:17]([F:18])([F:19])[C:14]1[CH:15]=[CH:16][C:9]([O:8][Si:25]([CH:32]([CH3:34])[CH3:33])([CH:29]([CH3:31])[CH3:30])[CH:26]([CH3:28])[CH3:27])=[C:10]([CH:13]=1)[C:11]#[N:12]. (5) Given the reactants [F:1][C:2]([F:13])([F:12])[CH2:3][C:4]([CH3:11])=[CH:5][C:6]([O:8]CC)=[O:7], predict the reaction product. The product is: [F:1][C:2]([F:12])([F:13])[CH2:3][CH:4]([CH3:11])[CH2:5][C:6]([OH:8])=[O:7]. (6) Given the reactants [C:1]1([N:7]2[C:11]([C:12]3[C:17](=[O:18])[CH:16]=[CH:15][N:14]([C:19]4[CH:20]=[N:21][CH:22]=[CH:23][CH:24]=4)[N:13]=3)=[CH:10][CH:9]=[N:8]2)[CH:6]=[CH:5][CH:4]=[CH:3][CH:2]=1.[CH2:25](Br)[C:26]1[CH:31]=[CH:30][CH:29]=[CH:28][CH:27]=1, predict the reaction product. The product is: [CH2:25]([N:21]1[CH2:22][CH2:23][CH2:24][CH:19]([N:14]2[CH:15]=[CH:16][C:17](=[O:18])[C:12]([C:11]3[N:7]([C:1]4[CH:2]=[CH:3][CH:4]=[CH:5][CH:6]=4)[N:8]=[CH:9][CH:10]=3)=[N:13]2)[CH2:20]1)[C:26]1[CH:31]=[CH:30][CH:29]=[CH:28][CH:27]=1. (7) Given the reactants [CH2:1]([O:8][C:9](=[O:44])[N:10]([CH2:41][CH:42]=[CH2:43])[C:11]1[C:16](=[O:17])[N:15]2[C@H:18]([C:25]([N:27]([C:34]([O:36][C:37]([CH3:40])([CH3:39])[CH3:38])=[O:35])[C:28]3[CH:33]=[CH:32][CH:31]=[CH:30][CH:29]=3)=[O:26])[CH2:19][C@:20](N=[N+]=[N-])([CH3:21])[C:14]2=[N:13][CH:12]=1)[C:2]1[CH:7]=[CH:6][CH:5]=[CH:4][CH:3]=1.[C:45]([O:49][C:50](=[O:86])[CH2:51][C@@]1(C)C2=NC=C(N(CC=C)C(OCC3C=CC=CC=3)=O)C(=O)N2[C@@H](C(=O)NC2C=CC=CC=2)C1)([CH3:48])([CH3:47])[CH3:46], predict the reaction product. The product is: [C:45]([O:49][C:50](=[O:86])[CH2:51][C@@:20]1([CH3:21])[C:14]2=[N:13][CH:12]=[C:11]([N:10]([CH2:41][CH:42]=[CH2:43])[C:9]([O:8][CH2:1][C:2]3[CH:7]=[CH:6][CH:5]=[CH:4][CH:3]=3)=[O:44])[C:16](=[O:17])[N:15]2[C@@H:18]([C:25]([N:27]([C:34]([O:36][C:37]([CH3:40])([CH3:38])[CH3:39])=[O:35])[C:28]2[CH:33]=[CH:32][CH:31]=[CH:30][CH:29]=2)=[O:26])[CH2:19]1)([CH3:48])([CH3:47])[CH3:46].